From a dataset of Catalyst prediction with 721,799 reactions and 888 catalyst types from USPTO. Predict which catalyst facilitates the given reaction. (1) Reactant: [CH3:1][O:2][C:3]([C@@H:5]1[N:10]([C:11](=[O:19])[C:12]2[CH:17]=[CH:16][C:15]([Cl:18])=[CH:14][CH:13]=2)[CH2:9][CH2:8][N:7]([C:20]([O:22][C:23]([CH3:26])([CH3:25])[CH3:24])=[O:21])[CH2:6]1)=[O:4].[F:27][C:28]([F:33])([F:32])[C:29]([OH:31])=[O:30]. Product: [F:27][C:28]([F:33])([F:32])[C:29]([OH:31])=[O:30].[CH3:1][O:2][C:3]([C@@H:5]1[N:10]([C:11](=[O:19])[C:12]2[CH:17]=[CH:16][C:15]([Cl:18])=[CH:14][CH:13]=2)[CH2:9][CH2:8][N:7]([C:20]([O:22][C:23]([CH3:26])([CH3:25])[CH3:24])=[O:21])[CH2:6]1)=[O:4]. The catalyst class is: 2. (2) Product: [CH3:1][S:2]([O:12][CH2:11][CH2:10][O:9][C:8]1[C:13]([CH3:26])=[CH:14][C:15]([B:17]2[O:21][C:20]([CH3:22])([CH3:23])[C:19]([CH3:25])([CH3:24])[O:18]2)=[CH:16][C:7]=1[CH3:6])(=[O:4])=[O:3]. Reactant: [CH3:1][S:2](Cl)(=[O:4])=[O:3].[CH3:6][C:7]1[CH:16]=[C:15]([B:17]2[O:21][C:20]([CH3:23])([CH3:22])[C:19]([CH3:25])([CH3:24])[O:18]2)[CH:14]=[C:13]([CH3:26])[C:8]=1[O:9][CH2:10][CH2:11][OH:12].C(N(CC)CC)C.O. The catalyst class is: 124. (3) Reactant: [Cl:1][C:2]1[CH:3]=[C:4]([CH:17]=[C:18]([Cl:20])[CH:19]=1)[CH2:5][O:6][Si:7]([CH:14]([CH3:16])[CH3:15])([CH:11]([CH3:13])[CH3:12])[CH:8]([CH3:10])[CH3:9].C([Li])CCC.CN(C)[CH:28]=[O:29].Cl.[Na+].[Cl-]. Product: [Cl:20][C:18]1[CH:17]=[C:4]([CH2:5][O:6][Si:7]([CH:14]([CH3:16])[CH3:15])([CH:8]([CH3:9])[CH3:10])[CH:11]([CH3:12])[CH3:13])[CH:3]=[C:2]([Cl:1])[C:19]=1[CH:28]=[O:29]. The catalyst class is: 7.